This data is from Full USPTO retrosynthesis dataset with 1.9M reactions from patents (1976-2016). The task is: Predict the reactants needed to synthesize the given product. (1) Given the product [NH:17]1[C:25]2[C:20](=[CH:21][CH:22]=[CH:23][CH:24]=2)[CH:19]=[C:18]1[CH:26]=[C:9]1[C:8]2[C:12](=[CH:13][CH:14]=[CH:15][C:7]=2[CH:4]2[CH2:3][CH2:2][NH:1][CH2:6][CH2:5]2)[NH:11][C:10]1=[O:16], predict the reactants needed to synthesize it. The reactants are: [NH:1]1[CH2:6][CH2:5][CH:4]([C:7]2[CH:15]=[CH:14][CH:13]=[C:12]3[C:8]=2[CH2:9][C:10](=[O:16])[NH:11]3)[CH2:3][CH2:2]1.[NH:17]1[C:25]2[C:20](=[CH:21][CH:22]=[CH:23][CH:24]=2)[CH:19]=[C:18]1[CH:26]=O. (2) Given the product [CH3:1][O:2][C:3]([C@H:5]1[N:9]2[C:10](=[O:30])[C:11]([CH2:28][OH:29])=[C:12]([CH2:17][C:18]3[C:27]4[C:22](=[CH:23][CH:24]=[CH:25][CH:26]=4)[CH:21]=[CH:20][CH:19]=3)[C:13]([CH:14]3[CH2:16][CH2:15]3)=[C:8]2[S:7][CH2:6]1)=[O:4], predict the reactants needed to synthesize it. The reactants are: [CH3:1][O:2][C:3]([CH:5]1[N:9]2[C:10](=[O:30])[C:11]([CH:28]=[O:29])=[C:12]([CH2:17][C:18]3[C:27]4[C:22](=[CH:23][CH:24]=[CH:25][CH:26]=4)[CH:21]=[CH:20][CH:19]=3)[C:13]([CH:14]3[CH2:16][CH2:15]3)=[C:8]2[S:7][CH2:6]1)=[O:4].CSC.C1COCC1. (3) The reactants are: [NH:1]1[C:9]2[C:4](=[CH:5][CH:6]=[CH:7][CH:8]=2)[C:3]([C:10]([O:12][CH2:13][C:14]23C[CH2:20][N:17]([CH2:18][CH2:19]2)[CH2:16][CH2:15]3)=[O:11])=[CH:2]1.N12CC([CH2:29][OH:30])(CC1)CC2. Given the product [CH3:29][O:30][C:6]1[CH:5]=[C:4]2[C:9](=[CH:8][CH:7]=1)[NH:1][CH:2]=[C:3]2[C:10]([O:12][CH2:13][C:14]12[CH2:20][N:17]([CH2:16][CH2:15]1)[CH2:18][CH2:19]2)=[O:11], predict the reactants needed to synthesize it. (4) Given the product [CH2:10]1[O:16][CH2:15]1.[CH2:1]([C:10]1([OH:16])[CH2:11][CH2:12][CH2:13][CH2:14][CH2:15]1)[CH2:2][CH2:3][CH2:4][CH2:5][CH2:6][CH2:7][CH2:8][CH3:9], predict the reactants needed to synthesize it. The reactants are: [CH2:1]([C:10]1([OH:16])[CH2:15][CH2:14][CH2:13][CH2:12][CH2:11]1)[CH2:2][CH2:3][CH2:4][CH2:5][CH2:6][CH2:7][CH2:8][CH3:9].C1OC1.